From a dataset of Reaction yield outcomes from USPTO patents with 853,638 reactions. Predict the reaction yield, written as a fraction of the theoretical maximum amount of product (1.0 means a 100% yield; for example, 0.34 means a 34% yield). (1) The reactants are [Br:1][C:2]1[CH:6]=[N:5][N:4]([CH3:7])[C:3]=1[C:8]1[CH:9]=[C:10]([NH2:16])[CH:11]=[CH:12][C:13]=1[O:14][CH3:15].[F:17][C:18]([F:29])([F:28])[C:19]1[CH:24]=[CH:23][CH:22]=[C:21]([N:25]=[C:26]=[O:27])[CH:20]=1. The catalyst is C(Cl)Cl. The product is [Br:1][C:2]1[CH:6]=[N:5][N:4]([CH3:7])[C:3]=1[C:8]1[CH:9]=[C:10]([NH:16][C:26]([NH:25][C:21]2[CH:22]=[CH:23][CH:24]=[C:19]([C:18]([F:17])([F:28])[F:29])[CH:20]=2)=[O:27])[CH:11]=[CH:12][C:13]=1[O:14][CH3:15]. The yield is 0.650. (2) The catalyst is CCCCCC. The yield is 0.860. The product is [Si:46]([O:45][CH2:44][C@@H:39]1[CH2:40][C:41]([CH3:43])=[CH:42][N:38]1[C:36]([C:18]1[CH:19]=[C:20]([O:34][CH3:35])[C:21]([O:23][Si:24]([CH:25]([CH3:27])[CH3:26])([CH:31]([CH3:33])[CH3:32])[CH:28]([CH3:29])[CH3:30])=[CH:22][C:17]=1[NH:16][C:9](=[O:10])[O:11][C:12]([CH3:13])([CH3:14])[CH3:15])=[O:37])([C:49]([CH3:50])([CH3:52])[CH3:51])([CH3:47])[CH3:48]. The reactants are [C:9](O[C:9]([O:11][C:12]([CH3:15])([CH3:14])[CH3:13])=[O:10])([O:11][C:12]([CH3:15])([CH3:14])[CH3:13])=[O:10].[NH2:16][C:17]1[CH:22]=[C:21]([O:23][Si:24]([CH:31]([CH3:33])[CH3:32])([CH:28]([CH3:30])[CH3:29])[CH:25]([CH3:27])[CH3:26])[C:20]([O:34][CH3:35])=[CH:19][C:18]=1[C:36]([N:38]1[CH:42]=[C:41]([CH3:43])[CH2:40][CH:39]1[CH2:44][O:45][Si:46]([C:49]([CH3:52])([CH3:51])[CH3:50])([CH3:48])[CH3:47])=[O:37].C(OCC)(=O)C. (3) The reactants are Br[C:2]1[CH:7]=[CH:6][C:5]([Br:8])=[CH:4][N:3]=1.C([Sn](CCCC)(CCCC)[C:14]1[CH:19]=[N:18][CH:17]=[CH:16][N:15]=1)CCC. No catalyst specified. The product is [Br:8][C:5]1[CH:6]=[CH:7][C:2]([C:14]2[CH:19]=[N:18][CH:17]=[CH:16][N:15]=2)=[N:3][CH:4]=1. The yield is 0.600. (4) The reactants are [N:1]12[CH2:8][CH2:7][C:4]([C:9]([C:16]3[CH:20]=[CH:19][S:18][CH:17]=3)([C:11]3[CH:15]=[CH:14][S:13][CH:12]=3)[OH:10])([CH2:5][CH2:6]1)[CH2:3][CH2:2]2.[C:21]1([O:27][CH2:28][CH2:29][CH2:30][Br:31])[CH:26]=[CH:25][CH:24]=[CH:23][CH:22]=1. The catalyst is C(Cl)(Cl)Cl. The product is [Br-:31].[OH:10][C:9]([C:11]1[CH:15]=[CH:14][S:13][CH:12]=1)([C:16]1[CH:20]=[CH:19][S:18][CH:17]=1)[C:4]12[CH2:7][CH2:8][N+:1]([CH2:30][CH2:29][CH2:28][O:27][C:21]3[CH:26]=[CH:25][CH:24]=[CH:23][CH:22]=3)([CH2:6][CH2:5]1)[CH2:2][CH2:3]2. The yield is 0.447. (5) The reactants are [C:1]([O:5][C:6]([N:8]1[CH2:13][CH2:12][CH2:11][CH2:10][CH:9]1[C:14]([OH:16])=O)=[O:7])([CH3:4])([CH3:3])[CH3:2].C(OC(=O)NC(C)C(N1CCCC1C(=O)[NH:33][CH:34]1[CH2:38][C:37](=[O:39])[O:36][CH:35]1[O:40][CH2:41][C:42]1[CH:47]=[CH:46][CH:45]=[CH:44][CH:43]=1)=O)(C)(C)C. No catalyst specified. The product is [C:1]([O:5][C:6]([N:8]1[CH2:13][CH2:12][CH2:11][CH2:10][CH:9]1[C:14](=[O:16])[NH:33][CH:34]1[CH2:38][C:37](=[O:39])[O:36][CH:35]1[O:40][CH2:41][C:42]1[CH:47]=[CH:46][CH:45]=[CH:44][CH:43]=1)=[O:7])([CH3:2])([CH3:3])[CH3:4]. The yield is 0.570. (6) The product is [Cl:3][C:4]1[C:5]([C:29]2[CH:30]=[N:31][N:32]3[CH:37]=[CH:36][CH:35]=[CH:34][C:33]=23)=[N:6][C:7]([NH:10][C:11]2[CH:16]=[C:15]([NH2:17])[C:14]([N:20]([CH2:22][CH2:23][N:24]([CH3:25])[CH3:26])[CH3:21])=[CH:13][C:12]=2[O:27][CH3:28])=[N:8][CH:9]=1. The yield is 0.940. The catalyst is O.C(O)C.[Fe]. The reactants are [NH4+].[Cl-].[Cl:3][C:4]1[C:5]([C:29]2[CH:30]=[N:31][N:32]3[CH:37]=[CH:36][CH:35]=[CH:34][C:33]=23)=[N:6][C:7]([NH:10][C:11]2[CH:16]=[C:15]([N+:17]([O-])=O)[C:14]([N:20]([CH2:22][CH2:23][N:24]([CH3:26])[CH3:25])[CH3:21])=[CH:13][C:12]=2[O:27][CH3:28])=[N:8][CH:9]=1.